From a dataset of Catalyst prediction with 721,799 reactions and 888 catalyst types from USPTO. Predict which catalyst facilitates the given reaction. (1) Reactant: [NH2:1][CH2:2][CH2:3][C:4]1[CH:12]=[CH:11][C:7]([N:8]([CH3:10])[CH3:9])=[CH:6][CH:5]=1.C(=O)([O-])[O-].[K+].[K+].O.[C:20]([C:22]1[CH:23]=[CH:24][C:25]([O:32][CH3:33])=[C:26]([S:28](Cl)(=[O:30])=[O:29])[CH:27]=1)#[N:21]. Product: [C:20]([C:22]1[CH:23]=[CH:24][C:25]([O:32][CH3:33])=[C:26]([S:28]([NH:1][CH2:2][CH2:3][C:4]2[CH:12]=[CH:11][C:7]([N:8]([CH3:9])[CH3:10])=[CH:6][CH:5]=2)(=[O:30])=[O:29])[CH:27]=1)#[N:21]. The catalyst class is: 54. (2) Reactant: [Br:1][C:2]1[CH:7]=[C:6]([F:8])[CH:5]=[CH:4][C:3]=1[S:9]([NH:12][C:13]1[C:22]([C:23]([O:25]C)=[O:24])=[C:21]2[C:16]([C:17]3[CH:30]=[CH:29][O:28][C:18]=3[C:19](=[O:27])[NH:20]2)=[CH:15][CH:14]=1)(=[O:11])=[O:10].[I-].[Li+]. Product: [Br:1][C:2]1[CH:7]=[C:6]([F:8])[CH:5]=[CH:4][C:3]=1[S:9]([NH:12][C:13]1[C:22]([C:23]([OH:25])=[O:24])=[C:21]2[C:16]([C:17]3[CH:30]=[CH:29][O:28][C:18]=3[C:19](=[O:27])[NH:20]2)=[CH:15][CH:14]=1)(=[O:11])=[O:10]. The catalyst class is: 17.